From a dataset of Catalyst prediction with 721,799 reactions and 888 catalyst types from USPTO. Predict which catalyst facilitates the given reaction. (1) Reactant: C(N(C(C)C)CC)(C)C.FC(F)(F)C(O)=O.[CH3:17][O:18][C:19](=[O:38])[CH2:20][C:21]1[CH:30]=[C:29]([CH:31]2[CH2:36][CH2:35][NH:34][CH2:33][CH2:32]2)[C:28]2[C:23](=[CH:24][CH:25]=[C:26]([F:37])[CH:27]=2)[CH:22]=1.[CH3:39][S:40]([C:43]1[CH:44]=[C:45]([S:49](Cl)(=[O:51])=[O:50])[CH:46]=[CH:47][CH:48]=1)(=[O:42])=[O:41]. Product: [CH3:17][O:18][C:19](=[O:38])[CH2:20][C:21]1[CH:30]=[C:29]([CH:31]2[CH2:36][CH2:35][N:34]([S:49]([C:45]3[CH:46]=[CH:47][CH:48]=[C:43]([S:40]([CH3:39])(=[O:42])=[O:41])[CH:44]=3)(=[O:51])=[O:50])[CH2:33][CH2:32]2)[C:28]2[C:23](=[CH:24][CH:25]=[C:26]([F:37])[CH:27]=2)[CH:22]=1. The catalyst class is: 7. (2) Reactant: C1(S([N:10]2[C:18]3[C:13](=[CH:14][C:15]([C:19]4[N:20]=[C:21]([C:25]5[CH:30]=[CH:29][N:28]=[N:27][CH:26]=5)[S:22][C:23]=4[CH3:24])=[CH:16][CH:17]=3)[CH:12]=[C:11]2[C:31]2[C:36]([F:37])=[CH:35][CH:34]=[CH:33][C:32]=2[F:38])(=O)=O)C=CC=CC=1.C([O-])([O-])=O.[Cs+].[Cs+]. Product: [F:38][C:32]1[CH:33]=[CH:34][CH:35]=[C:36]([F:37])[C:31]=1[C:11]1[NH:10][C:18]2[C:13]([CH:12]=1)=[CH:14][C:15]([C:19]1[N:20]=[C:21]([C:25]3[CH:30]=[CH:29][N:28]=[N:27][CH:26]=3)[S:22][C:23]=1[CH3:24])=[CH:16][CH:17]=2. The catalyst class is: 36. (3) Reactant: [NH2:1][C:2]1[N:7]=[C:6](SC)[C:5]([C:10]#[N:11])=[C:4]([C:12]2[CH:17]=[CH:16][CH:15]=[CH:14][CH:13]=2)[N:3]=1.[CH2:18]([NH2:25])[C:19]1[CH:24]=[CH:23][CH:22]=[CH:21][CH:20]=1. Product: [NH2:1][C:2]1[N:7]=[C:6]([NH:25][CH2:18][C:19]2[CH:24]=[CH:23][CH:22]=[CH:21][CH:20]=2)[C:5]([C:10]#[N:11])=[C:4]([C:12]2[CH:17]=[CH:16][CH:15]=[CH:14][CH:13]=2)[N:3]=1. The catalyst class is: 8. (4) Reactant: [F:1][C:2]1[CH:7]=[CH:6][C:5]([F:8])=[CH:4][C:3]=1[C:9]1[CH2:13][N:12]([C:14](OC(C)(C)C)=[O:15])[C@H:11]([C:21]2[CH:26]=[CH:25][CH:24]=[CH:23][CH:22]=2)[CH:10]=1.FC(F)(F)C(O)=O.C(N(CC)CC)C.[OH:41][C@@H:42]([C:46]([CH3:49])([CH3:48])[CH3:47])C(O)=O.C1CN([P+](ON2N=NC3C=CC=CC2=3)(N2CCCC2)N2CCCC2)CC1.F[P-](F)(F)(F)(F)F. Product: [F:1][C:2]1[CH:7]=[CH:6][C:5]([F:8])=[CH:4][C:3]=1[C:9]1[CH2:13][N:12]([C:14](=[O:15])[C@@H:42]([OH:41])[C:46]([CH3:49])([CH3:48])[CH3:47])[C@H:11]([C:21]2[CH:26]=[CH:25][CH:24]=[CH:23][CH:22]=2)[CH:10]=1. The catalyst class is: 4. (5) Reactant: Cl.N[C:3]1[N:7]([C:8]2[CH:9]=[C:10]([CH:15]=[CH:16][CH:17]=2)[C:11]([O:13][CH3:14])=[O:12])[N:6]=[C:5]([C:18]([CH3:21])([CH3:20])[CH3:19])[CH:4]=1.[OH-].[Na+].Cl[C:25]([O:27][CH2:28][C:29]([Cl:32])([Cl:31])[Cl:30])=[O:26]. Product: [C:18]([C:5]1[CH:4]=[C:3]([C:25]([O:27][CH2:28][C:29]([Cl:32])([Cl:31])[Cl:30])=[O:26])[N:7]([C:8]2[CH:9]=[C:10]([CH:15]=[CH:16][CH:17]=2)[C:11]([O:13][CH3:14])=[O:12])[N:6]=1)([CH3:21])([CH3:20])[CH3:19]. The catalyst class is: 13. (6) Reactant: [NH2:1][C:2]1[CH:3]=[N:4][CH:5]=[C:6]([Cl:9])[C:7]=1[OH:8].[Cl:10][C:11]1[CH:12]=[C:13]([S:18](Cl)(=[O:20])=[O:19])[CH:14]=[N:15][C:16]=1[CH3:17]. Product: [Cl:10][C:11]1[CH:12]=[C:13]([S:18]([NH:1][C:2]2[CH:3]=[N:4][CH:5]=[C:6]([Cl:9])[C:7]=2[OH:8])(=[O:19])=[O:20])[CH:14]=[N:15][C:16]=1[CH3:17]. The catalyst class is: 298. (7) Reactant: C([NH:8][C@H:9]1[CH2:14][CH2:13][C@@H:12]([NH:15][C:16]2[CH:21]=[C:20]([N:22]3[CH2:27][CH2:26][O:25][CH2:24][CH2:23]3)[C:19]([CH3:28])=[CH:18][N:17]=2)[CH2:11][CH2:10]1)C1C=CC=CC=1. Product: [CH3:28][C:19]1[C:20]([N:22]2[CH2:27][CH2:26][O:25][CH2:24][CH2:23]2)=[CH:21][C:16]([NH:15][C@H:12]2[CH2:11][CH2:10][C@@H:9]([NH2:8])[CH2:14][CH2:13]2)=[N:17][CH:18]=1. The catalyst class is: 352. (8) Reactant: [Cl:1][C:2]1[CH:7]=[CH:6][CH:5]=[C:4]([Cl:8])[C:3]=1[C:9]([NH:11][C@H:12]([C:20]([O:22][C:23]([CH3:26])([CH3:25])[CH3:24])=[O:21])[CH2:13][C:14]1[S:15][CH:16]=[C:17](Br)[CH:18]=1)=[O:10].[B:27]1([B:27]2[O:31][C:30]([CH3:33])([CH3:32])[C:29]([CH3:35])([CH3:34])[O:28]2)[O:31][C:30]([CH3:33])([CH3:32])[C:29]([CH3:35])([CH3:34])[O:28]1.C([O-])(=O)C.[K+]. Product: [Cl:1][C:2]1[CH:7]=[CH:6][CH:5]=[C:4]([Cl:8])[C:3]=1[C:9]([NH:11][C@H:12]([C:20]([O:22][C:23]([CH3:26])([CH3:25])[CH3:24])=[O:21])[CH2:13][C:14]1[S:15][CH:16]=[C:17]([B:27]2[O:31][C:30]([CH3:33])([CH3:32])[C:29]([CH3:35])([CH3:34])[O:28]2)[CH:18]=1)=[O:10]. The catalyst class is: 12. (9) The catalyst class is: 46. Reactant: O[C:2]1([C:8]2[CH:15]=[CH:14][C:11]([C:12]#[N:13])=[CH:10][CH:9]=2)[CH2:7][CH2:6][O:5][CH2:4][CH2:3]1.C(N(S(F)(F)[F:22])CC)C.[OH-].[Na+]. Product: [F:22][C:2]1([C:8]2[CH:15]=[CH:14][C:11]([C:12]#[N:13])=[CH:10][CH:9]=2)[CH2:7][CH2:6][O:5][CH2:4][CH2:3]1. (10) Reactant: [C:1]([C:8]1([C:15]([O:17]C(C)(C)C)=[O:16])[NH:12]C(=O)N[C:9]1=O)(OC(C)(C)C)=O.[OH-].[Na+].O1[CH2:29][CH2:28][O:27][CH2:26]C1.[C:30](Cl)([O:32][CH2:33][CH:34]1[C:46]2[C:41](=[CH:42][CH:43]=[CH:44][CH:45]=2)[C:40]2[C:35]1=[CH:36][CH:37]=[CH:38][CH:39]=2)=[O:31]. Product: [C:30]([CH:9]1[CH2:41][CH:46]([C:34]2[CH:35]=[CH:36][CH:29]=[C:28]([O:27][CH3:26])[CH:33]=2)[CH2:45][CH2:1][C:8]1([NH2:12])[C:15]([OH:17])=[O:16])([O:32][CH2:33][CH:34]1[C:46]2[C:41](=[CH:42][CH:43]=[CH:44][CH:45]=2)[C:40]2[C:35]1=[CH:36][CH:37]=[CH:38][CH:39]=2)=[O:31]. The catalyst class is: 57.